This data is from hERG Central: cardiac toxicity at 1µM, 10µM, and general inhibition. The task is: Predict hERG channel inhibition at various concentrations. (1) The compound is COc1ccc(-n2cc(CN[C@H]3CCCCNC3=O)c(-c3cccc(F)c3)n2)cc1. Results: hERG_inhib (hERG inhibition (general)): blocker. (2) The molecule is COc1ccc(OC)c(NC(=O)c2cc(S(=O)(=O)N(C)C)ccc2N2CCCC2)c1. Results: hERG_inhib (hERG inhibition (general)): blocker.